This data is from Catalyst prediction with 721,799 reactions and 888 catalyst types from USPTO. The task is: Predict which catalyst facilitates the given reaction. Reactant: [Br:1][C:2]1[CH:3]=[C:4]([OH:8])[CH:5]=[CH:6][CH:7]=1.C(=O)([O-])[O-].[Cs+].[Cs+].Cl[CH2:16][C:17](=[O:19])[CH3:18]. Product: [Br:1][C:2]1[CH:3]=[C:4]([CH:5]=[CH:6][CH:7]=1)[O:8][CH2:16][C:17](=[O:19])[CH3:18]. The catalyst class is: 3.